Dataset: Reaction yield outcomes from USPTO patents with 853,638 reactions. Task: Predict the reaction yield, written as a fraction of the theoretical maximum amount of product (1.0 means a 100% yield; for example, 0.34 means a 34% yield). (1) The reactants are [N:1]12[CH2:8][CH2:7][C:4]([C:9]([C:17]3[CH:22]=[CH:21][CH:20]=[CH:19][CH:18]=3)([C:11]3[CH:16]=[CH:15][CH:14]=[CH:13][CH:12]=3)[OH:10])([CH2:5][CH2:6]1)[CH2:3][CH2:2]2.[C:23]1([O:29][CH2:30][CH2:31][CH2:32][Br:33])[CH:28]=[CH:27][CH:26]=[CH:25][CH:24]=1. The catalyst is CC#N. The product is [Br-:33].[OH:10][C:9]([C:17]1[CH:22]=[CH:21][CH:20]=[CH:19][CH:18]=1)([C:11]1[CH:12]=[CH:13][CH:14]=[CH:15][CH:16]=1)[C:4]12[CH2:5][CH2:6][N+:1]([CH2:32][CH2:31][CH2:30][O:29][C:23]3[CH:28]=[CH:27][CH:26]=[CH:25][CH:24]=3)([CH2:2][CH2:3]1)[CH2:8][CH2:7]2. The yield is 0.860. (2) The yield is 0.806. The product is [CH2:13]([O:15][P:16]([N@:1]1[CH2:4][C@@H:2]1[CH3:3])(=[O:17])[O:18][CH2:19][CH3:20])[CH3:14]. The reactants are [NH2:1][C@H:2]([CH2:4]O)[CH3:3].C(N(CC)CC)C.[CH2:13]([O:15][P:16](Cl)([O:18][CH2:19][CH3:20])=[O:17])[CH3:14].ClCCl.CO.[NH4+].[OH-].C(Cl)(Cl)Cl.CO.[NH4+].[OH-].[O-][Mn](=O)(=O)=O.[K+].CS(Cl)(=O)=O.[OH-].[K+]. The catalyst is ClCCl. (3) The reactants are C([O:4][CH2:5][CH2:6][CH:7]([CH3:18])[CH2:8][CH:9]1[CH2:14][CH:13]([CH3:15])[CH2:12][C:11]([CH3:17])([CH3:16])[CH2:10]1)(=O)C.[OH-].[Na+]. The catalyst is O. The product is [CH3:18][CH:7]([CH2:8][CH:9]1[CH2:14][CH:13]([CH3:15])[CH2:12][C:11]([CH3:16])([CH3:17])[CH2:10]1)[CH2:6][CH2:5][OH:4]. The yield is 0.920. (4) The reactants are [OH:1][C:2]1CNC(=O)C=1C1N(C(OC(C)(C)C)=O)C2C=C(N3CCOCC3)C=C(C)C=2N=1.[Cl:31][C:32]1[CH:33]=[C:34]([C@H:38]([OH:77])[CH2:39][NH:40][C:41]2[CH2:45][N:44]([S:46]([C:49]([F:52])([F:51])[F:50])(=[O:48])=[O:47])[C:43](=[O:53])[C:42]=2[C:54]2[N:58]([C:59]([O:61][C:62]([CH3:65])([CH3:64])[CH3:63])=[O:60])[C:57]3[CH:66]=[C:67]([N:71]4[CH2:76][CH2:75][O:74][CH2:73][CH2:72]4)[CH:68]=[C:69]([CH3:70])[C:56]=3[N:55]=2)[CH:35]=[CH:36][CH:37]=1. The catalyst is C(#N)C. The product is [Cl:31][C:32]1[CH:33]=[C:34]([CH:38]([OH:77])[CH2:39][NH:40][C:41]2[CH2:45][N:44]([S:46]([C:49]([F:51])([F:50])[F:52])(=[O:47])=[O:48])[C:43](=[O:53])[C:42]=2[C:54]2[N:58]([C:59]([O:61][C:62]([CH3:65])([CH3:64])[CH3:63])=[O:60])[C:57]3[CH:66]=[C:67]([N:71]4[CH2:76][CH2:75][O:74][CH2:73][CH2:72]4)[CH:68]=[C:69]([CH3:70])[C:56]=3[N:55]=2)[CH:35]=[CH:36][C:37]=1[O:1][CH3:2]. The yield is 0.350. (5) The product is [O:17]([CH2:16][C:12]1([CH2:11][OH:10])[CH2:15][CH2:14][CH2:13]1)[C:18]1[CH:23]=[CH:22][CH:21]=[CH:20][CH:19]=1. The reactants are [H][H].C([O:10][CH2:11][C:12]1([CH2:16][O:17][C:18]2[CH:23]=[CH:22][CH:21]=[CH:20][CH:19]=2)[CH2:15][CH2:14][CH2:13]1)C1C=CC=CC=1.C(O)(=O)C. The catalyst is [Pd].CO. The yield is 0.640. (6) The reactants are [CH:1]([C:4]1[C:13]2[O:12][CH2:11][CH2:10][O:9][C:8]=2[CH:7]=[CH:6][C:5]=1[O:14]C)([CH3:3])[CH3:2].B(Br)(Br)Br. The catalyst is C(Cl)Cl. The product is [CH:1]([C:4]1[C:13]2[O:12][CH2:11][CH2:10][O:9][C:8]=2[CH:7]=[CH:6][C:5]=1[OH:14])([CH3:3])[CH3:2]. The yield is 0.630. (7) The reactants are [CH3:1][C:2]1([CH3:24])[C:6]([CH3:8])([CH3:7])[O:5][B:4]([C:9]2[CH2:15][CH:14]3[N:16]([C:17]([O:19]C(C)(C)C)=[O:18])[CH:11]([CH2:12][CH2:13]3)[CH:10]=2)[O:3]1.O1CCOCC1.Cl.[CH2:32](OC(ON1C(=O)CCC1=O)=O)[C:33]1[CH:38]=[CH:37][CH:36]=[CH:35][CH:34]=1.C(N(CC)CC)C. The catalyst is O1CCOCC1.CCOC(C)=O.CCCCCCC. The product is [CH3:24][C:2]1([CH3:1])[C:6]([CH3:8])([CH3:7])[O:5][B:4]([C:9]2[CH2:15][CH:14]3[N:16]([C:17]([O:19][CH2:32][C:33]4[CH:38]=[CH:37][CH:36]=[CH:35][CH:34]=4)=[O:18])[CH:11]([CH2:12][CH2:13]3)[CH:10]=2)[O:3]1. The yield is 0.381. (8) The reactants are [Br:1][C:2]1[CH:7]=[CH:6][C:5]([S:8](Cl)(=[O:10])=[O:9])=[CH:4][CH:3]=1.C(N(CC)CC)C.[NH2:19][CH2:20][C:21]([CH3:24])([OH:23])[CH3:22]. The catalyst is ClCCl. The product is [Br:1][C:2]1[CH:7]=[CH:6][C:5]([S:8]([NH:19][CH2:20][C:21]([OH:23])([CH3:24])[CH3:22])(=[O:10])=[O:9])=[CH:4][CH:3]=1. The yield is 0.760. (9) The product is [Cl:1][C:2]1[CH:3]=[C:4]2[C:10]([CH2:12][N:13]([CH3:15])[CH3:14])=[CH:9][NH:8][C:5]2=[N:6][CH:7]=1. The reactants are [Cl:1][C:2]1[CH:3]=[C:4]2[CH:10]=[CH:9][NH:8][C:5]2=[N:6][CH:7]=1.Cl.[CH3:12][NH:13][CH3:14].[CH2:15]=O. The catalyst is C(O)(C)C. The yield is 0.910. (10) The reactants are [N:1]1([C:7]2[CH:12]=[CH:11][N:10]=[CH:9][C:8]=2[NH2:13])[CH2:6][CH2:5][CH2:4][CH2:3][CH2:2]1.[NH2:14][C:15]1[C:16]([C:23](O)=[O:24])=[N:17][C:18]([Cl:22])=[C:19]([NH2:21])[N:20]=1. No catalyst specified. The product is [NH2:14][C:15]1[C:16]([C:23]([NH:13][C:8]2[CH:9]=[N:10][CH:11]=[CH:12][C:7]=2[N:1]2[CH2:2][CH2:3][CH2:4][CH2:5][CH2:6]2)=[O:24])=[N:17][C:18]([Cl:22])=[C:19]([NH2:21])[N:20]=1. The yield is 0.760.